This data is from Full USPTO retrosynthesis dataset with 1.9M reactions from patents (1976-2016). The task is: Predict the reactants needed to synthesize the given product. (1) Given the product [F:36][C:37]1[CH:38]=[CH:39][C:40]([I:45])=[CH:41][C:42]=1/[CH:43]=[CH:5]/[C:4]1[C:25]([CH3:29])=[CH:26][CH:27]=[CH:28][C:3]=1[CH3:2].[F:36][C:37]1[CH:38]=[CH:39][C:40]([I:45])=[CH:41][C:42]=1/[CH:43]=[CH:5]\[C:4]1[C:25]([CH3:29])=[CH:26][CH:27]=[CH:28][C:3]=1[CH3:2], predict the reactants needed to synthesize it. The reactants are: [Br-].[CH3:2][C:3]1[CH:28]=[CH:27][CH:26]=[C:25]([CH3:29])[C:4]=1[CH2:5][P+](C1C=CC=CC=1)(C1C=CC=CC=1)C1C=CC=CC=1.CC(C)([O-])C.[K+].[F:36][C:37]1[C:42]([CH:43]=O)=[CH:41][C:40]([I:45])=[CH:39][CH:38]=1. (2) Given the product [CH3:40][C:35]1([CH3:41])[C:36]([CH3:39])([CH3:38])[O:37][B:33]([C:2]2[CH:3]=[C:4]([C:8]3[N:13]=[CH:12][C:11]([C:14]([OH:17])([CH3:16])[CH3:15])=[CH:10][N:9]=3)[CH:5]=[CH:6][CH:7]=2)[O:34]1, predict the reactants needed to synthesize it. The reactants are: Cl[C:2]1[CH:3]=[C:4]([C:8]2[N:13]=[CH:12][C:11]([C:14]([OH:17])([CH3:16])[CH3:15])=[CH:10][N:9]=2)[CH:5]=[CH:6][CH:7]=1.C(OC1C=NC(C2C=CC=C([B:33]3[O:37][C:36]([CH3:39])([CH3:38])[C:35]([CH3:41])([CH3:40])[O:34]3)C=2)=NC=1)C. (3) Given the product [CH2:31]([N:9]([C:4]1[C:5]([CH3:8])=[N:6][CH:7]=[C:2]([Br:1])[CH:3]=1)[S:10](/[CH:13]=[CH:14]/[C:15]1[CH:20]=[CH:19][CH:18]=[CH:17][CH:16]=1)(=[O:12])=[O:11])[CH:30]=[CH2:29], predict the reactants needed to synthesize it. The reactants are: [Br:1][C:2]1[CH:3]=[C:4]([NH:9][S:10](/[CH:13]=[CH:14]/[C:15]2[CH:20]=[CH:19][CH:18]=[CH:17][CH:16]=2)(=[O:12])=[O:11])[C:5]([CH3:8])=[N:6][CH:7]=1.C(=O)([O-])[O-].[K+].[K+].[I-].[Na+].[CH2:29](Br)[CH:30]=[CH2:31]. (4) Given the product [CH2:1]([O:3][C:4]([C:6]1[C:10]([C:11]2[CH:16]=[CH:15][CH:14]=[CH:13][C:12]=2[O:17][CH3:18])=[CH:9][S:8][C:7]=1[N:19]1[C:23](=[O:24])[C:22]2[C:21](=[CH:29][CH:28]=[CH:27][CH:26]=2)[C:20]1=[O:25])=[O:5])[CH3:2], predict the reactants needed to synthesize it. The reactants are: [CH2:1]([O:3][C:4]([C:6]1[C:10]([C:11]2[CH:16]=[CH:15][CH:14]=[CH:13][C:12]=2[O:17][CH3:18])=[CH:9][S:8][C:7]=1[NH2:19])=[O:5])[CH3:2].[C:20]1(=O)[O:25][C:23](=[O:24])[C:22]2=[CH:26][CH:27]=[CH:28][CH:29]=[C:21]12. (5) Given the product [Cl:29][C:25]1[CH:24]=[C:23]([CH:20]([NH2:21])[C:10]2[CH:11]=[CH:12][C:13]([CH2:14][N:15]3[CH2:19][CH2:18][CH2:17][CH2:16]3)=[C:8]([Cl:7])[CH:9]=2)[CH:28]=[CH:27][CH:26]=1, predict the reactants needed to synthesize it. The reactants are: [H-].[H-].[H-].[H-].[Li+].[Al+3].[Cl:7][C:8]1[CH:9]=[C:10]([C:20]([C:23]2[CH:28]=[CH:27][CH:26]=[C:25]([Cl:29])[CH:24]=2)=[N:21]O)[CH:11]=[CH:12][C:13]=1[CH2:14][N:15]1[CH2:19][CH2:18][CH2:17][CH2:16]1. (6) Given the product [ClH:35].[ClH:35].[CH2:12]1[C:11]2([CH2:33][CH2:34][NH:8][CH2:9][CH2:10]2)[CH2:14][N:13]1[C@H:15]1[C:23]2[C:18](=[CH:19][C:20]([C:24]3[N:25]=[CH:26][C:27]([C:30]([NH2:31])=[O:32])=[N:28][CH:29]=3)=[CH:21][CH:22]=2)[CH2:17][CH2:16]1, predict the reactants needed to synthesize it. The reactants are: C(OC([N:8]1[CH2:34][CH2:33][C:11]2([CH2:14][N:13]([C@H:15]3[C:23]4[C:18](=[CH:19][C:20]([C:24]5[CH:29]=[N:28][C:27]([C:30](=[O:32])[NH2:31])=[CH:26][N:25]=5)=[CH:21][CH:22]=4)[CH2:17][CH2:16]3)[CH2:12]2)[CH2:10][CH2:9]1)=O)(C)(C)C.[ClH:35].